Dataset: Full USPTO retrosynthesis dataset with 1.9M reactions from patents (1976-2016). Task: Predict the reactants needed to synthesize the given product. (1) Given the product [N+:1]([C:4]1[CH:5]=[CH:6][C:7]([C:8]([O:10][CH3:15])=[O:9])=[CH:11][CH:12]=1)([O-:3])=[O:2], predict the reactants needed to synthesize it. The reactants are: [N+:1]([C:4]1[CH:12]=[CH:11][C:7]([C:8]([OH:10])=[O:9])=[CH:6][CH:5]=1)([O-:3])=[O:2].[N+](=[CH2:15])=[N-].CO. (2) Given the product [CH3:8][C:5]1[CH:6]=[CH:7][C:2]([NH:1][C:39](=[O:40])[CH2:38][CH2:37][CH2:36][C:33]2[CH:32]=[CH:31][C:30]([B:25]3[O:24][C:23]([CH3:22])([CH3:42])[C:27]([CH3:29])([CH3:28])[O:26]3)=[CH:35][CH:34]=2)=[CH:3][C:4]=1[CH:9]1[CH2:14][CH2:13][N:12]([C:15]([O:17][C:18]([CH3:21])([CH3:20])[CH3:19])=[O:16])[CH2:11][CH2:10]1, predict the reactants needed to synthesize it. The reactants are: [NH2:1][C:2]1[CH:3]=[C:4]([CH:9]2[CH2:14][CH2:13][N:12]([C:15]([O:17][C:18]([CH3:21])([CH3:20])[CH3:19])=[O:16])[CH2:11][CH2:10]2)[C:5]([CH3:8])=[CH:6][CH:7]=1.[CH3:22][C:23]1([CH3:42])[C:27]([CH3:29])([CH3:28])[O:26][B:25]([C:30]2[CH:35]=[CH:34][C:33]([CH2:36][CH2:37][CH2:38][C:39](O)=[O:40])=[CH:32][CH:31]=2)[O:24]1.F[P-](F)(F)(F)(F)F.CN(C(=[N+](C)C)ON1C2=NC=CC=C2N=N1)C.C(N(C(C)C)CC)(C)C. (3) Given the product [C:23]([C:7]1[C:15]([O:16][CH3:17])=[C:14]([O:18][CH3:19])[C:13]([O:20][CH3:21])=[CH:12][C:8]=1[C:9]([OH:11])=[O:10])([O:25][CH2:26][C:27]1[CH:32]=[CH:31][CH:30]=[CH:29][CH:28]=1)=[O:24], predict the reactants needed to synthesize it. The reactants are: C([Li])(C)(C)C.Br[C:7]1[C:15]([O:16][CH3:17])=[C:14]([O:18][CH3:19])[C:13]([O:20][CH3:21])=[CH:12][C:8]=1[C:9]([OH:11])=[O:10].Cl[C:23]([O:25][CH2:26][C:27]1[CH:32]=[CH:31][CH:30]=[CH:29][CH:28]=1)=[O:24].Cl. (4) Given the product [CH3:1][O:2][C:3]1[CH:8]=[CH:7][CH:6]=[CH:5][C:4]=1[C:32]1[CH:33]=[C:34]([C:37]([F:40])([F:39])[F:38])[CH:35]=[CH:36][C:31]=1[O:30][C:26]1[CH:25]=[C:24]([CH:29]=[CH:28][CH:27]=1)[O:23][C:20]1[CH:21]=[CH:22][C:17]([CH2:16][CH2:15][C:14]([OH:43])=[O:13])=[C:18]([CH3:42])[CH:19]=1, predict the reactants needed to synthesize it. The reactants are: [CH3:1][O:2][C:3]1[CH:8]=[CH:7][CH:6]=[CH:5][C:4]=1B(O)O.C[O:13][C:14](=[O:43])[CH2:15][CH2:16][C:17]1[CH:22]=[CH:21][C:20]([O:23][C:24]2[CH:29]=[CH:28][CH:27]=[C:26]([O:30][C:31]3[CH:36]=[CH:35][C:34]([C:37]([F:40])([F:39])[F:38])=[CH:33][C:32]=3Br)[CH:25]=2)=[CH:19][C:18]=1[CH3:42]. (5) Given the product [NH2:17][C:12]1[CH:13]=[CH:14][CH:15]=[C:16]2[C:11]=1[CH:10]([CH2:20][CH2:21][CH2:22][C:23]([O:25][CH2:26][CH3:27])=[O:24])[CH2:9][N:8]2[CH2:7][C:6]([O:5][C:1]([CH3:3])([CH3:4])[CH3:2])=[O:28], predict the reactants needed to synthesize it. The reactants are: [C:1]([O:5][C:6](=[O:28])[CH2:7][N:8]1[C:16]2[C:11](=[C:12]([N+:17]([O-])=O)[CH:13]=[CH:14][CH:15]=2)[CH:10]([CH2:20][CH2:21][CH2:22][C:23]([O:25][CH2:26][CH3:27])=[O:24])[CH2:9]1)([CH3:4])([CH3:3])[CH3:2].